Dataset: Catalyst prediction with 721,799 reactions and 888 catalyst types from USPTO. Task: Predict which catalyst facilitates the given reaction. Reactant: Br[C:2]1[CH:7]=[CH:6][C:5]([F:8])=[C:4]([O:9][CH2:10][CH3:11])[CH:3]=1.[Li]CCCC.[B:17](OC)([O:20]C)[O:18]C. Product: [CH2:10]([O:9][C:4]1[CH:3]=[C:2]([B:17]([OH:20])[OH:18])[CH:7]=[CH:6][C:5]=1[F:8])[CH3:11]. The catalyst class is: 1.